This data is from Forward reaction prediction with 1.9M reactions from USPTO patents (1976-2016). The task is: Predict the product of the given reaction. Given the reactants C(O[C:6]([N:8]([CH2:10][C:11]1[C:12]([F:35])=[C:13]([C:28]2[C:29]([F:34])=[N:30][CH:31]=[CH:32][CH:33]=2)[N:14]([S:16]([C:19]2[O:23][C:22]([C:24]([O:26][CH3:27])=[O:25])=[CH:21][CH:20]=2)(=[O:18])=[O:17])[CH:15]=1)C)=O)(C)(C)C.C(OCC)(=O)C.[ClH:42], predict the reaction product. The product is: [ClH:42].[F:35][C:12]1[C:11]([CH2:10][NH:8][CH3:6])=[CH:15][N:14]([S:16]([C:19]2[O:23][C:22]([C:24]([O:26][CH3:27])=[O:25])=[CH:21][CH:20]=2)(=[O:17])=[O:18])[C:13]=1[C:28]1[C:29]([F:34])=[N:30][CH:31]=[CH:32][CH:33]=1.